Dataset: Peptide-MHC class I binding affinity with 185,985 pairs from IEDB/IMGT. Task: Regression. Given a peptide amino acid sequence and an MHC pseudo amino acid sequence, predict their binding affinity value. This is MHC class I binding data. (1) The MHC is HLA-A23:01 with pseudo-sequence HLA-A23:01. The binding affinity (normalized) is 0.0847. The peptide sequence is LSDLCNFLV. (2) The peptide sequence is FHGVAKNPV. The MHC is HLA-B44:02 with pseudo-sequence HLA-B44:02. The binding affinity (normalized) is 0.0847.